Dataset: Peptide-MHC class I binding affinity with 185,985 pairs from IEDB/IMGT. Task: Regression. Given a peptide amino acid sequence and an MHC pseudo amino acid sequence, predict their binding affinity value. This is MHC class I binding data. (1) The MHC is HLA-A29:02 with pseudo-sequence HLA-A29:02. The binding affinity (normalized) is 0.0847. The peptide sequence is DEYGPVFVE. (2) The peptide sequence is LPWFLDTTI. The MHC is HLA-B57:01 with pseudo-sequence HLA-B57:01. The binding affinity (normalized) is 0.0847. (3) The peptide sequence is VQTAAAVVF. The MHC is HLA-A30:02 with pseudo-sequence HLA-A30:02. The binding affinity (normalized) is 0.213.